Task: Predict the product of the given reaction.. Dataset: Forward reaction prediction with 1.9M reactions from USPTO patents (1976-2016) Given the reactants [CH2:1]([O:8][C@@H:9]1[C@@H:15]([O:16][CH2:17][C:18]2[CH:23]=[CH:22][CH:21]=[CH:20][CH:19]=2)[C@H:14]([O:24][CH2:25][C:26]2[CH:31]=[CH:30][CH:29]=[CH:28][CH:27]=2)[C@@H:13]([CH2:32][O:33][CH2:34][C:35]2[CH:40]=[CH:39][CH:38]=[CH:37][CH:36]=2)[O:12][CH:10]1[OH:11])[C:2]1[CH:7]=[CH:6][CH:5]=[CH:4][CH:3]=1.C1CN2C(=NCCC2)C1.C([O:52][C:53](=[O:65])[CH2:54]CCCCCCCCCBr)C.COC(C)(C)C, predict the reaction product. The product is: [CH2:1]([O:8][C@@H:9]1[C@@H:15]([O:16][CH2:17][C:18]2[CH:23]=[CH:22][CH:21]=[CH:20][CH:19]=2)[C@H:14]([O:24][CH2:25][C:26]2[CH:27]=[CH:28][CH:29]=[CH:30][CH:31]=2)[C@@H:13]([CH2:32][O:33][CH2:34][C:35]2[CH:36]=[CH:37][CH:38]=[CH:39][CH:40]=2)[O:12][CH:10]1[O:11][CH2:54][C:53]([OH:65])=[O:52])[C:2]1[CH:3]=[CH:4][CH:5]=[CH:6][CH:7]=1.